Dataset: Forward reaction prediction with 1.9M reactions from USPTO patents (1976-2016). Task: Predict the product of the given reaction. (1) Given the reactants [CH:1]1([CH2:6][C@@H:7]([C:13]([NH:15][NH:16][C:17]2[C:22]([F:23])=[C:21]([N:24]3[CH2:33][CH2:32][N:31]4[C@H:26]([CH2:27][O:28][CH2:29][CH2:30]4)[CH2:25]3)[N:20]=[C:19]([CH3:34])[N:18]=2)=[O:14])[CH2:8][N:9]([OH:12])[CH:10]=[O:11])[CH2:5][CH2:4][CH2:3][CH2:2]1.[CH3:35][S:36]([OH:39])(=[O:38])=[O:37], predict the reaction product. The product is: [CH3:35][S:36]([OH:39])(=[O:38])=[O:37].[CH:1]1([CH2:6][C@@H:7]([C:13]([NH:15][NH:16][C:17]2[C:22]([F:23])=[C:21]([N:24]3[CH2:33][CH2:32][N:31]4[C@H:26]([CH2:27][O:28][CH2:29][CH2:30]4)[CH2:25]3)[N:20]=[C:19]([CH3:34])[N:18]=2)=[O:14])[CH2:8][N:9]([OH:12])[CH:10]=[O:11])[CH2:5][CH2:4][CH2:3][CH2:2]1. (2) Given the reactants Cl[C:2]1[CH:7]=[C:6]([Cl:8])[N:5]=[C:4]([NH:9][C@H:10]([C:12]2[CH:17]=[CH:16][C:15]([F:18])=[CH:14][CH:13]=2)[CH3:11])[N:3]=1.Cl.[OH:20][CH2:21][C:22]1([OH:28])[CH2:27][CH2:26][NH:25][CH2:24][CH2:23]1.C(N(CC)C(C)C)(C)C, predict the reaction product. The product is: [Cl:8][C:6]1[N:5]=[C:4]([NH:9][C@H:10]([C:12]2[CH:17]=[CH:16][C:15]([F:18])=[CH:14][CH:13]=2)[CH3:11])[N:3]=[C:2]([N:25]2[CH2:26][CH2:27][C:22]([CH2:21][OH:20])([OH:28])[CH2:23][CH2:24]2)[CH:7]=1. (3) The product is: [CH3:4][CH:2]1[CH2:3][N@@:1]1[P:15](=[O:16])([O:17][CH3:18])[O:14][CH3:13]. Given the reactants [NH2:1][C@H:2]([CH2:4]O)[CH3:3].C(N(CC)CC)C.[CH3:13][O:14][P:15](Cl)([O:17][CH3:18])=[O:16].C(Cl)Cl.CO.[NH4+].[OH-].C(Cl)(Cl)Cl.CO.[NH4+].[OH-].[O-][Mn](=O)(=O)=O.[K+].CS(Cl)(=O)=O.[OH-].[K+], predict the reaction product. (4) The product is: [CH3:27][C:26]1[CH:28]=[CH:29][C:23]([S:20]([O:8][CH2:9][CH:10]2[CH2:11][CH2:12][N:13]([C:16](=[O:18])[CH3:1])[CH2:14][CH2:15]2)(=[O:22])=[O:21])=[CH:24][CH:25]=1. Given the reactants [CH3:1]CN(CC)CC.[OH:8][CH2:9][CH:10]1[CH2:15][CH2:14][N:13]([C:16]([O:18]C)=O)[CH2:12][CH2:11]1.[S:20](Cl)([C:23]1[CH:29]=[CH:28][C:26]([CH3:27])=[CH:25][CH:24]=1)(=[O:22])=[O:21], predict the reaction product. (5) Given the reactants [CH2:1]([C:3]1[C:4]([C:13]2[CH:18]=[CH:17][CH:16]=[CH:15][CH:14]=2)=[N:5][C:6]2[C:11]([CH:12]=1)=[CH:10][CH:9]=[CH:8][N:7]=2)[CH3:2].S(=O)(=O)(O)[OH:20].C(O)(=O)C.C(OC(=O)C)(=O)C.C([O-])([O-])=O.[Na+].[Na+], predict the reaction product. The product is: [C:13]1([C:4]2[C:3]([C:1](=[O:20])[CH3:2])=[CH:12][C:11]3[C:6](=[N:7][CH:8]=[CH:9][CH:10]=3)[N:5]=2)[CH:18]=[CH:17][CH:16]=[CH:15][CH:14]=1. (6) Given the reactants [Br:1][C:2]1[C:3]([O:12][CH3:13])=[CH:4][C:5]([CH:9]([CH3:11])[CH3:10])=[C:6]([OH:8])[CH:7]=1.C([O-])([O-])=O.[K+].[K+].I[CH2:21][C:22]#[N:23], predict the reaction product. The product is: [Br:1][C:2]1[C:3]([O:12][CH3:13])=[CH:4][C:5]([CH:9]([CH3:11])[CH3:10])=[C:6]([CH:7]=1)[O:8][CH2:21][C:22]#[N:23].